Dataset: Catalyst prediction with 721,799 reactions and 888 catalyst types from USPTO. Task: Predict which catalyst facilitates the given reaction. Reactant: [CH2:1]([O:8][C:9]([NH:11][C:12]([C:34](=[O:36])[NH2:35])([CH2:20][C:21]([O:23][CH:24]1[CH:29]([CH:30]([CH3:32])[CH3:31])[CH2:28][CH2:27][CH:26]([CH3:33])[CH2:25]1)=[O:22])[C:13]([O:15][C:16]([CH3:19])([CH3:18])[CH3:17])=[O:14])=[O:10])[C:2]1[CH:7]=[CH:6][CH:5]=[CH:4][CH:3]=1. Product: [CH2:1]([O:8][C:9]([NH:11][C@@:12]([C:34](=[O:36])[NH2:35])([CH2:20][C:21]([O:23][CH:24]1[CH:29]([CH:30]([CH3:31])[CH3:32])[CH2:28][CH2:27][CH:26]([CH3:33])[CH2:25]1)=[O:22])[C:13]([O:15][C:16]([CH3:18])([CH3:17])[CH3:19])=[O:14])=[O:10])[C:2]1[CH:7]=[CH:6][CH:5]=[CH:4][CH:3]=1. The catalyst class is: 21.